Dataset: Full USPTO retrosynthesis dataset with 1.9M reactions from patents (1976-2016). Task: Predict the reactants needed to synthesize the given product. (1) Given the product [CH3:9][O:10][C:11]1[CH:12]=[C:13]2[CH2:22][CH:21]([CH2:23][CH:24]3[CH2:25][CH2:26][N:27]([CH2:30][C:31]4[CH:36]=[CH:35][CH:34]=[CH:33][CH:32]=4)[CH2:28][CH2:29]3)[C:19](=[O:20])[C:14]2=[CH:15][C:16]=1[O:17][CH3:18].[C:1]([O-:8])(=[O:7])[CH2:2][CH2:3][C:4]([O-:6])=[O:5], predict the reactants needed to synthesize it. The reactants are: [C:1]([OH:8])(=[O:7])[CH2:2][CH2:3][C:4]([OH:6])=[O:5].[CH3:9][O:10][C:11]1[CH:12]=[C:13]2[CH2:22][CH:21]([CH2:23][CH:24]3[CH2:29][CH2:28][N:27]([CH2:30][C:31]4[CH:32]=[CH:33][CH:34]=[CH:35][CH:36]=4)[CH2:26][CH2:25]3)[C:19](=[O:20])[C:14]2=[CH:15][C:16]=1[O:17][CH3:18]. (2) Given the product [CH2:1]([C:3]([C:19]1[CH:24]=[CH:23][C:22]([O:25][CH2:26][CH2:27][CH2:28][C:29]([OH:31])=[O:30])=[C:21]([O:34][CH3:35])[CH:20]=1)=[C:4]([C:12]1[CH:13]=[CH:14][C:15]([OH:18])=[CH:16][CH:17]=1)[C:5]1[CH:6]=[CH:7][C:8]([OH:11])=[CH:9][CH:10]=1)[CH3:2], predict the reactants needed to synthesize it. The reactants are: [CH2:1]([C:3]([C:19]1[CH:24]=[CH:23][C:22]([O:25][CH2:26][CH2:27][CH2:28][C:29]([O:31]CC)=[O:30])=[C:21]([O:34][CH3:35])[CH:20]=1)=[C:4]([C:12]1[CH:17]=[CH:16][C:15]([OH:18])=[CH:14][CH:13]=1)[C:5]1[CH:10]=[CH:9][C:8]([OH:11])=[CH:7][CH:6]=1)[CH3:2].[OH-].[Na+]. (3) Given the product [OH:15][CH2:14][C:11]1([CH3:17])[CH2:12][CH2:13][N:8]([C:6]([O:5][C:1]([CH3:4])([CH3:3])[CH3:2])=[O:7])[CH2:9][CH2:10]1, predict the reactants needed to synthesize it. The reactants are: [C:1]([O:5][C:6]([N:8]1[CH2:13][CH2:12][C:11]([CH3:17])([C:14](O)=[O:15])[CH2:10][CH2:9]1)=[O:7])([CH3:4])([CH3:3])[CH3:2].S(C)C. (4) Given the product [CH2:13]1[CH2:1][CH2:2][CH2:3][N:17]([CH2:24][CH2:23][N:22]=[C:21]([NH2:27])[NH2:20])[CH2:16][CH2:18][CH2:19]1, predict the reactants needed to synthesize it. The reactants are: [CH2:1]([C:13]1[CH:19]=[CH:18][C:16]([NH2:17])=CC=1)[CH2:2][CH2:3]CCCCCCCCC.[NH:20]1[CH:24]=[CH:23][N:22]=[CH:21]1.C([N:27](CC)CC)C.C(Cl)(=O)C=C. (5) Given the product [C:1]([O:5][C@@H:6]([C:10]1[C:19]([CH3:20])=[CH:18][C:17]2[C:12](=[CH:13][CH:14]=[C:15]([C:36]3[CH:35]=[N:34][CH:39]=[CH:38][CH:37]=3)[CH:16]=2)[C:11]=1[C:27]1[CH:32]=[CH:31][C:30]([Cl:33])=[CH:29][CH:28]=1)[C:7]([OH:9])=[O:8])([CH3:3])([CH3:4])[CH3:2], predict the reactants needed to synthesize it. The reactants are: [C:1]([O:5][C@@H:6]([C:10]1[C:19]([CH3:20])=[CH:18][C:17]2[C:12](=[CH:13][CH:14]=[C:15](C3C=CN=CC=3)[CH:16]=2)[C:11]=1[C:27]1[CH:32]=[CH:31][C:30]([Cl:33])=[CH:29][CH:28]=1)[C:7]([OH:9])=[O:8])([CH3:4])([CH3:3])[CH3:2].[N:34]1[CH:39]=[CH:38][C:37](B(O)O)=[CH:36][CH:35]=1.